Dataset: Reaction yield outcomes from USPTO patents with 853,638 reactions. Task: Predict the reaction yield, written as a fraction of the theoretical maximum amount of product (1.0 means a 100% yield; for example, 0.34 means a 34% yield). (1) The reactants are [NH2:1][C:2]1[CH:3]=[C:4]([C:9]2[S:13][C:12]([C:14]([OH:20])([CH3:19])[C:15]([F:18])([F:17])[F:16])=[N:11][CH:10]=2)[CH:5]=[C:6]([CH3:8])[CH:7]=1.C(=O)([O-])[O-].[Cs+].[Cs+].Cl[C:28]1[N:33]=[C:32]([C:34](=[O:36])[CH3:35])[CH:31]=[CH:30][N:29]=1.CC1(C)C2C(=C(P(C3C=CC=CC=3)C3C=CC=CC=3)C=CC=2)OC2C(P(C3C=CC=CC=3)C3C=CC=CC=3)=CC=CC1=2. The catalyst is CC([O-])=O.CC([O-])=O.[Pd+2].O1CCOCC1. The product is [CH3:8][C:6]1[CH:7]=[C:2]([NH:1][C:28]2[N:33]=[C:32]([C:34](=[O:36])[CH3:35])[CH:31]=[CH:30][N:29]=2)[CH:3]=[C:4]([C:9]2[S:13][C:12]([C:14]([OH:20])([CH3:19])[C:15]([F:18])([F:17])[F:16])=[N:11][CH:10]=2)[CH:5]=1. The yield is 0.360. (2) The reactants are [CH:1](NC(C)C)(C)C.C([Li])CCC.[CH:13]1([C:21]([OH:23])=[O:22])[CH2:20][CH2:19][CH:18]=[CH:17][CH2:16][CH2:15][CH2:14]1.IC. The catalyst is C1COCC1. The product is [CH3:1][C:13]1([C:21]([OH:23])=[O:22])[CH2:14][CH2:15][CH2:16][CH:17]=[CH:18][CH2:19][CH2:20]1. The yield is 1.00.